This data is from Drug-target binding data from BindingDB using IC50 measurements. The task is: Regression. Given a target protein amino acid sequence and a drug SMILES string, predict the binding affinity score between them. We predict pIC50 (pIC50 = -log10(IC50 in M); higher means more potent). Dataset: bindingdb_ic50. (1) The compound is C=CC(C)(C)C1=Cc2c(c(CC=C(C)C)c3occ(-c4ccc(O)c(O)c4)c(=O)c3c2O)OC1(C)C. The target protein (P10481) has sequence MCNKNNTFEKNLDISHKPEPLILFNKDNNIWNSKYFRIPNIQLLNDGTILTFSDIRYNGPDDHAYIDIASARSTDFGKTWSYNIAMKNNRIDSTYSRVMDSTTVITNTGRIILIAGSWNTNGNWAMTTSTRRSDWSVQMIYSDDNGLTWSNKIDLTKDSSKVKNQPSNTIGWLGGVGSGIVMDDGTIVMPAQISLRENNENNYYSLIIYSKDNGETWTMGNKVPNSNTSENMVIELDGALIMSTRYDYSGYRAAYISHDLGTTWEIYEPLNGKILTGKGSGCQGSFIKATTSNGHRIGLISAPKNTKGEYIRDNIAVYMIDFDDLSKGVQEICIPYPEDGNKLGGGYSCLSFKNNHLGIVYEANGNIEYQDLTPYYSLINKQ. The pIC50 is 5.8. (2) The compound is Cc1ccc2cccc(S(=O)(=O)Nc3ccc4c(c3)OCO4)c2n1. The target protein (P22736) has sequence MPCIQAQYGTPAPSPGPRDHLASDPLTPEFIKPTMDLASPEAAPAAPTALPSFSTFMDGYTGEFDTFLYQLPGTVQPCSSASSSASSTSSSSATSPASASFKFEDFQVYGCYPGPLSGPVDEALSSSGSDYYGSPCSAPSPSTPSFQPPQLSPWDGSFGHFSPSQTYEGLRAWTEQLPKASGPPQPPAFFSFSPPTGPSPSLAQSPLKLFPSQATHQLGEGESYSMPTAFPGLAPTSPHLEGSGILDTPVTSTKARSGAPGGSEGRCAVCGDNASCQHYGVRTCEGCKGFFKRTVQKNAKYICLANKDCPVDKRRRNRCQFCRFQKCLAVGMVKEVVRTDSLKGRRGRLPSKPKQPPDASPANLLTSLVRAHLDSGPSTAKLDYSKFQELVLPHFGKEDAGDVQQFYDLLSGSLEVIRKWAEKIPGFAELSPADQDLLLESAFLELFILRLAYRSKPGEGKLIFCSGLVLHRLQCARGFGDWIDSILAFSRSLHSLLVDV.... The pIC50 is 4.0. (3) The compound is O=C(c1nnc(NC2CCCC2)c2cc(Cl)c(Cl)cc12)N1CCC(O)CC1. The target protein sequence is MKWLGESKIMVVNGRRNGGKLSNDHQQNQSKLQHTGKDTLKAGKNAVERRSNRCNGNSGFEGQSRYVPSSGMSAKELCENDDLATSLVLDPYLGFQTHKMNTSAFPSRSSRHFSKSDSFSHNNPVRFRPIKGRQEELKEVIERFKKDEHLEKAFKCLTSGEWARHYFLNKNKMQEKLFKEHVFIYLRMFATDSGFEILPCNRYSSEQNGAKIVATKEWKRNDKIELLVGCIAELSEIEENMLLRHGENDFSVMYSTRKNCAQLWLGPAAFINHDCRPNCKFVSTGRDTACVKALRDIEPGEEISCYYGDGFFGENNEFCECYTCERRGTGAFKSRVGLPAPAPVINSKYGLRETDKRLNRLKKLGDSSKNSDSQSVSSNTDADTTQEKNNATSNRKSSVGVKKNSKSRTLTRQSMSRIPASSNSTSSKLTHINNSRVPKKLKKPAKPLLSKIKLRNHCKRLEQKNASRKLEMGNLVLKEPKVVLYKNLPIKKDKEPEGPA.... The pIC50 is 5.0. (4) The compound is Cc1ccc(NC(=O)c2ccc(CN3CCN(C)CC3)cc2)cc1Nc1nccc(-c2cccnc2)n1. The target protein sequence is HSDSISSLASEREYITSLDLSANELRDIDALSQKCCISVHLEHLEKLELHQNALTSFPQQLCETLKSLTHLDLHSNKFTSFPSYLLKMSCIANLDVSRNDIGPSVVLDPTVKCPTLKQFNLSYNQLSFVPENLTDVVEKLEQLILEGNKISGICSPLRLKELKILNLSKNHISSLSENFLEACPKVESFSARMNFLAAMPFLPPSMTILKLSQNKFSCIPEAILNLPHLRSLDMSSNDIQYLPGPAHWKSLNLRELLFSHNQISILDLSEKAYLWSRVEKLHLSHNKLKEIPPEIGCLENLTSLDVSYNLELRSFPNEMGKLSKIWDLPLDELHLNFDFKHIGCKAKDIIRFLQQRLKKAVPYNRMKLMIVGNTGSGKTTLLQQLMKTKKSDLGMQSATVGIDVKDWPIQIRDKRKRDLVLNVWDFAGREEFYSTHPHFMTQRALYLAVYDLSKGQAEVDAMKPWLFNIKARASSSPVILVGTHLDVSDEKQRKACMSKI.... The pIC50 is 5.1. (5) The compound is Nc1ccc2c(c1)C(=O)C(=O)c1ccccc1-2. The target protein (P9WIS7) has sequence MAFSVQMPALGESVTEGTVTRWLKQEGDTVELDEPLVEVSTDKVDTEIPSPAAGVLTKIIAQEDDTVEVGGELAVIGDAKDAGEAAAPAPEKVPAAQPESKPAPEPPPVQPTSGAPAGGDAKPVLMPELGESVTEGTVIRWLKKIGDSVQVDEPLVEVSTDKVDTEIPSPVAGVLVSISADEDATVPVGGELARIGVAADIGAAPAPKPAPKPVPEPAPTPKAEPAPSPPAAQPAGAAEGAPYVTPLVRKLASENNIDLAGVTGTGVGGRIRKQDVLAAAEQKKRAKAPAPAAQAAAAPAPKAPPAPAPALAHLRGTTQKASRIRQITANKTRESLQATAQLTQTHEVDMTKIVGLRARAKAAFAEREGVNLTFLPFFAKAVIDALKIHPNINASYNEDTKEITYYDAEHLGFAVDTEQGLLSPVIHDAGDLSLAGLARAIADIAARARSGNLKPDELSGGTFTITNIGSQGALFDTPILVPPQAAMLGTGAIVKRPRVV.... The pIC50 is 6.1. (6) The small molecule is O=c1[nH]c(CN2CCN(c3ccc(O)cc3)CC2)nc2ccccc12. The target protein sequence is AAPGLPPDPCGPDCAPPAPGLPQDPCGPDCAPPAPGLPRGPCGPDCAPPAPG. The pIC50 is 4.5. (7) The compound is C(#Cc1cc[nH]c1)CN1CCC(Cc2ccccc2)CC1. The target protein (Q9R1M7) has sequence MRRLSLWWLLSRVCLLLPPPCALVLAGVPSSSSHPQPCQILKRIGHAVRVGAVHLQPWTTAPRAASRAQEGGRAGAQRDDPESGTWRPPAPSQGARWLGSALHGRGPPGSRKLGEGAGAETLWPRDALLFAVENLNRVEGLLPYNLSLEVVMAIEAGLGDLPLMPFSSPSSPWSSDPFSFLQSVCHTVVVQGVSALLAFPQSQGEMMELDLVSSVLHIPVLSIVRHEFPRESQNPLHLQLSLENSLSSDADVTVSILTMNNWYNFSLLLCQEDWNITDFLLLTENNSKFHLESVINITANLSSTKDLLSFLQVQMDNIRNSTPTMVMFGCDMDSIRQIFEMSTQFGLSPPELHWVLGDSQNVEELRTEGLPLGLIAHGKTTQSVFEYYVQDAMELVARAVATATMIQPELALLPSTMNCMDVKTTNLTSGQYLSRFLANTTFRGLSGSIKVKGSTIISSENNFFIWNLQHDPMGKPMWTRLGSWQGGRIVMDSGIWPEQA.... The pIC50 is 4.3.